Task: Regression. Given two drug SMILES strings and cell line genomic features, predict the synergy score measuring deviation from expected non-interaction effect.. Dataset: NCI-60 drug combinations with 297,098 pairs across 59 cell lines Drug 1: C1CCN(CC1)CCOC2=CC=C(C=C2)C(=O)C3=C(SC4=C3C=CC(=C4)O)C5=CC=C(C=C5)O. Drug 2: C1C(C(OC1N2C=NC3=C2NC=NCC3O)CO)O. Cell line: OVCAR3. Synergy scores: CSS=-1.38, Synergy_ZIP=-0.308, Synergy_Bliss=-2.20, Synergy_Loewe=-4.00, Synergy_HSA=-4.85.